From a dataset of Full USPTO retrosynthesis dataset with 1.9M reactions from patents (1976-2016). Predict the reactants needed to synthesize the given product. (1) Given the product [Si:30]([O:37][CH2:38][CH2:39][NH:40][C:41]1[N:42]=[C:43]([O:58][CH3:59])[C:44]([NH:49][C:50]([C:52]2[N:53]=[C:54]([O:28][C:27]3[CH:26]=[CH:25][CH:24]=[CH:23][C:22]=3[CH3:29])[S:55][CH:56]=2)=[O:51])=[C:45]([O:47][CH3:48])[N:46]=1)([C:33]([CH3:34])([CH3:35])[CH3:36])([CH3:31])[CH3:32], predict the reactants needed to synthesize it. The reactants are: C(C1C=C(C=CC=1)OC1OC=C(C(OCC)=O)N=1)(C)(C)C.[C:22]1([CH3:29])[C:27]([OH:28])=[CH:26][CH:25]=[CH:24][CH:23]=1.[Si:30]([O:37][CH2:38][CH2:39][NH:40][C:41]1[N:46]=[C:45]([O:47][CH3:48])[C:44]([NH:49][C:50]([C:52]2[N:53]=[C:54](Cl)[S:55][CH:56]=2)=[O:51])=[C:43]([O:58][CH3:59])[N:42]=1)([C:33]([CH3:36])([CH3:35])[CH3:34])([CH3:32])[CH3:31]. (2) Given the product [CH:1]1([C:7]2[C:15]3[C:14](=[O:16])[NH:13][C:12]([C:17]4[CH:22]=[CH:21][C:20]([O:23][CH2:34][CH2:35][OH:36])=[CH:19][C:18]=4[O:24][CH3:25])=[N:11][C:10]=3[N:9]([CH3:26])[N:8]=2)[CH2:2][CH2:3][CH2:4][CH2:5][CH2:6]1, predict the reactants needed to synthesize it. The reactants are: [CH:1]1([C:7]2[C:15]3[C:14](=[O:16])[NH:13][C:12]([C:17]4[CH:22]=[CH:21][C:20]([OH:23])=[CH:19][C:18]=4[O:24][CH3:25])=[N:11][C:10]=3[N:9]([CH3:26])[N:8]=2)[CH2:6][CH2:5][CH2:4][CH2:3][CH2:2]1.C(=O)([O-])[O-].[K+].[K+].Br[CH2:34][CH2:35][OH:36]. (3) The reactants are: Cl[C:2]1[C:11]2[C:6](=[C:7]([O:12][CH3:13])[CH:8]=[CH:9][CH:10]=2)[CH:5]=[C:4]([NH:14][C:15]2[CH:19]=[C:18]([CH3:20])[NH:17][N:16]=2)[N:3]=1. Given the product [CH:7]([O:12][C:2]1[C:11]2[C:6](=[C:7]([O:12][CH3:13])[CH:8]=[CH:9][CH:10]=2)[CH:5]=[C:4]([NH:14][C:15]2[CH:19]=[C:18]([CH3:20])[NH:17][N:16]=2)[N:3]=1)([CH3:8])[CH3:6], predict the reactants needed to synthesize it. (4) Given the product [CH3:1][C:2]1[C:10]2[C:5](=[CH:6][CH:7]=[C:8]([C:11]([F:14])([F:12])[F:13])[CH:9]=2)[N:4]([NH:15][C:23]([C:22]2[C:17]([CH3:16])=[N:18][C:19]([C:26]3[CH:31]=[CH:30][CH:29]=[CH:28][N:27]=3)=[N:20][CH:21]=2)=[O:24])[CH:3]=1, predict the reactants needed to synthesize it. The reactants are: [CH3:1][C:2]1[C:10]2[C:5](=[CH:6][CH:7]=[C:8]([C:11]([F:14])([F:13])[F:12])[CH:9]=2)[N:4]([NH2:15])[CH:3]=1.[CH3:16][C:17]1[C:22]([C:23](O)=[O:24])=[CH:21][N:20]=[C:19]([C:26]2[CH:31]=[CH:30][CH:29]=[CH:28][N:27]=2)[N:18]=1.CN(C(ON1N=NC2C=CC=NC1=2)=[N+](C)C)C.F[P-](F)(F)(F)(F)F.CCN(C(C)C)C(C)C. (5) The reactants are: [NH2:1][C:2]1[N:3]=[C:4](Cl)[C:5]2[C:10]([CH2:11][CH3:12])=[CH:9][N:8]([C@@H:13]3[O:19][C@H:18]([CH2:20][OH:21])[C@@H:16]([OH:17])[C@H:14]3[OH:15])[C:6]=2[N:7]=1.Cl.[OH-:24].[Na+]. Given the product [NH2:1][C:2]1[NH:3][C:4](=[O:24])[C:5]2[C:10]([CH2:11][CH3:12])=[CH:9][N:8]([C@@H:13]3[O:19][C@H:18]([CH2:20][OH:21])[C@@H:16]([OH:17])[C@H:14]3[OH:15])[C:6]=2[N:7]=1, predict the reactants needed to synthesize it. (6) Given the product [C:17]([C:16]1[C:15]2[C:10](=[CH:11][C:12]([O:19][CH2:20][CH3:21])=[CH:13][CH:14]=2)[N:9]([CH:22]2[CH2:23][CH2:24][CH2:25]2)[C:8]=1[C:5]1[CH:4]=[CH:3][C:2]([NH:1][C:35](=[O:36])[C:34]([F:45])([F:44])[F:33])=[CH:7][CH:6]=1)#[N:18], predict the reactants needed to synthesize it. The reactants are: [NH2:1][C:2]1[CH:7]=[CH:6][C:5]([C:8]2[N:9]([CH:22]3[CH2:25][CH2:24][CH2:23]3)[C:10]3[C:15]([C:16]=2[C:17]#[N:18])=[CH:14][CH:13]=[C:12]([O:19][CH2:20][CH3:21])[CH:11]=3)=[CH:4][CH:3]=1.CCN(CC)CC.[F:33][C:34]([F:45])([F:44])[C:35](O[C:35](=[O:36])[C:34]([F:45])([F:44])[F:33])=[O:36].